Task: Binary Classification. Given a drug SMILES string, predict its activity (active/inactive) in a high-throughput screening assay against a specified biological target.. Dataset: Serine/threonine kinase 33 screen with 319,792 compounds (1) The drug is O(Cc1[nH]nc(n1)c1ncccc1)c1cc(ccc1)C. The result is 0 (inactive). (2) The compound is O(C1CCN(CC1)Cc1oc(cc1)C)c1cc(ccc1)C(=O)NCc1cccnc1. The result is 0 (inactive). (3) The compound is o1nc(NC(=O)c2c(n(nc2)c2ccccc2)CCC)cc1C(C)(C)C. The result is 0 (inactive). (4) The molecule is S(=O)(=O)(NC)c1ccc(NC(=O)C2c3c(Oc4c2cccc4)cccc3)cc1. The result is 0 (inactive). (5) The result is 0 (inactive). The compound is O(c1ccc(cc1)/C=N\NC(=O)c1ccncc1)CC(=O)Nc1cc([N+]([O-])=O)ccc1. (6) The molecule is S(=O)(=O)(c1nnn2c1nc(NCCNC(=O)C)c1c2cccc1)c1ccc(cc1)CC. The result is 0 (inactive). (7) The result is 0 (inactive). The drug is o1c2c(cc(CCCCCC)c(=O)c2)cc(c1N)C(=O)NCc1ccccc1. (8) The drug is Fc1c(Cn2nnc3c2nc(nc3Nc2cc(C(O)C)ccc2)C)cccc1. The result is 0 (inactive). (9) The drug is Clc1ccc(CN2c3c(N4CCc5c(C4)cccc5)ncnc3NC(C2=O)CC)cc1. The result is 0 (inactive).